From a dataset of Full USPTO retrosynthesis dataset with 1.9M reactions from patents (1976-2016). Predict the reactants needed to synthesize the given product. (1) Given the product [CH3:43][C:42]1[O:41][C:40](=[O:44])[O:39][C:38]=1[CH2:37][O:36][C:34]([N:31]1[CH2:30][C@H:29]([N:26]2[C:25](=[O:45])/[C:24](=[CH:23]/[C:15]3[CH2:14][S:13][C@@H:12]4[C@H:11]([NH:10][C:8](/[C:7](/[C:4]5[N:3]=[C:2]([NH2:1])[S:6][N:5]=5)=[N:46]/[OH:47])=[O:9])[C:18](=[O:19])[N:17]4[C:16]=3[C:20]([OH:22])=[O:21])/[CH2:28][CH2:27]2)[CH2:33][CH2:32]1)=[O:35], predict the reactants needed to synthesize it. The reactants are: [NH2:1][C:2]1[S:6][N:5]=[C:4](/[C:7](=[N:46]/[O:47]C(C2C=CC=CC=2)(C2C=CC=CC=2)C2C=CC=CC=2)/[C:8]([NH:10][C@@H:11]2[C:18](=[O:19])[N:17]3[C@@H:12]2[S:13][CH2:14][C:15](/[CH:23]=[C:24]2/[C:25](=[O:45])[N:26]([C@@H:29]4[CH2:33][CH2:32][N:31]([C:34]([O:36][CH2:37][C:38]5[O:39][C:40](=[O:44])[O:41][C:42]=5[CH3:43])=[O:35])[CH2:30]4)[CH2:27][CH2:28]/2)=[C:16]3[C:20]([OH:22])=[O:21])=[O:9])[N:3]=1.C([SiH](CC)CC)C.FC(F)(F)C(O)=O.C(OCC)C. (2) Given the product [F:26][C:24]1[CH:23]=[C:22]([CH:27]2[CH2:30][O:29][CH2:28]2)[CH:21]=[C:20]([F:19])[C:25]=1[B:5]1[O:6][C:7]([CH3:12])([CH3:13])[C:8]([CH3:10])([CH3:11])[O:9]1, predict the reactants needed to synthesize it. The reactants are: C(O[B:5]1[O:9][C:8]([CH3:11])([CH3:10])[C:7]([CH3:13])([CH3:12])[O:6]1)(C)C.C([Li])CCC.[F:19][C:20]1[CH:21]=[C:22]([CH:27]2[CH2:30][O:29][CH2:28]2)[CH:23]=[C:24]([F:26])[CH:25]=1. (3) Given the product [OH:2][CH2:1][C:3]1[CH:4]=[CH:5][C:6]([CH2:7][NH:8][C:9](=[O:24])[CH2:10][CH2:11][C:12]2[CH:17]=[CH:16][C:15]([O:18][CH2:19][C:20]#[CH:21])=[C:14]([O:22][CH3:23])[CH:13]=2)=[CH:25][CH:26]=1, predict the reactants needed to synthesize it. The reactants are: [CH:1]([C:3]1[CH:26]=[CH:25][C:6]([CH2:7][NH:8][C:9](=[O:24])[CH2:10][CH2:11][C:12]2[CH:17]=[CH:16][C:15]([O:18][CH2:19][C:20]#[CH:21])=[C:14]([O:22][CH3:23])[CH:13]=2)=[CH:5][CH:4]=1)=[O:2].C(O)C.[BH4-].[Na+].[Cl-].[NH4+]. (4) The reactants are: C(=O)([O-])[O-].[Na+].[Na+].[NH:7]1[CH2:12][CH2:11][CH2:10][CH:9]([CH2:13][OH:14])[CH2:8]1.[CH2:15]([O:22][C:23](Cl)=[O:24])[C:16]1[CH:21]=[CH:20][CH:19]=[CH:18][CH:17]=1. Given the product [CH2:15]([O:22][C:23]([N:7]1[CH2:12][CH2:11][CH2:10][CH:9]([CH2:13][OH:14])[CH2:8]1)=[O:24])[C:16]1[CH:21]=[CH:20][CH:19]=[CH:18][CH:17]=1, predict the reactants needed to synthesize it. (5) Given the product [F:1][C:2]([F:34])([F:33])[C:3]1[CH:4]=[C:5]([C@H:13]2[O:17][C:16](=[O:18])[N:15]([CH2:19][C:20]3[CH:25]=[C:24]([C:26]([F:29])([F:28])[F:27])[CH:23]=[CH:22][C:21]=3[CH2:30][N:52]([CH2:53][C@H:55]3[CH2:39][CH2:44][C@H:43]([CH2:42][C:45]([O:47][CH2:48][CH3:49])=[O:46])[CH2:60][CH2:59]3)[CH2:56][CH3:58])[C@H:14]2[CH3:32])[CH:6]=[C:7]([C:9]([F:12])([F:11])[F:10])[CH:8]=1, predict the reactants needed to synthesize it. The reactants are: [F:1][C:2]([F:34])([F:33])[C:3]1[CH:4]=[C:5]([C@H:13]2[O:17][C:16](=[O:18])[N:15]([CH2:19][C:20]3[CH:25]=[C:24]([C:26]([F:29])([F:28])[F:27])[CH:23]=[CH:22][C:21]=3[CH2:30]Br)[C@H:14]2[CH3:32])[CH:6]=[C:7]([C:9]([F:12])([F:11])[F:10])[CH:8]=1.C(NC[C@H:39]1[CH2:44][CH2:43][C@H:42]([C:45]([O:47][CH2:48][CH3:49])=[O:46])CC1)C.CC[N:52]([CH:56]([CH3:58])C)[CH:53]([CH3:55])C.[CH3:59][C:60]#N. (6) Given the product [F:40][C:2]([F:1])([F:39])[C:3]1[CH:4]=[C:5]([CH:32]=[C:33]([C:35]([F:36])([F:37])[F:38])[CH:34]=1)[CH2:6][N:7]([CH2:14][C:15]1[CH:20]=[C:19]([C:21]([F:24])([F:23])[F:22])[CH:18]=[CH:17][C:16]=1[C:25]([CH:27]1[CH2:31][CH2:30][CH2:29][CH2:28]1)=[O:26])[C:8]1[N:9]=[N:10][N:11]([CH3:13])[N:12]=1, predict the reactants needed to synthesize it. The reactants are: [F:1][C:2]([F:40])([F:39])[C:3]1[CH:4]=[C:5]([CH:32]=[C:33]([C:35]([F:38])([F:37])[F:36])[CH:34]=1)[CH2:6][N:7]([CH2:14][C:15]1[CH:20]=[C:19]([C:21]([F:24])([F:23])[F:22])[CH:18]=[CH:17][C:16]=1[CH:25]([CH:27]1[CH2:31][CH2:30][CH2:29][CH2:28]1)[OH:26])[C:8]1[N:9]=[N:10][N:11]([CH3:13])[N:12]=1.CC(OI1(OC(C)=O)(OC(C)=O)OC(=O)C2C=CC=CC1=2)=O.CCOCC.[OH-].[Na+]. (7) Given the product [Cl:1][C:2]1[CH:8]=[C:7]2[C:5](=[C:4]([F:10])[CH:3]=1)[NH:6][C:12]([C:11]([OH:16])=[O:15])=[CH:14]2, predict the reactants needed to synthesize it. The reactants are: [Cl:1][C:2]1[CH:8]=[C:7](I)[C:5]([NH2:6])=[C:4]([F:10])[CH:3]=1.[C:11]([OH:16])(=[O:15])[C:12]([CH3:14])=O.C1N2CCN(CC2)C1.